From a dataset of Buchwald-Hartwig C-N cross coupling reaction yields with 55,370 reactions. Predict the reaction yield, written as a fraction of the theoretical maximum amount of product (1.0 means a 100% yield; for example, 0.34 means a 34% yield). The reactants are Clc1ccccn1.Cc1ccc(N)cc1.O=S(=O)(O[Pd]1c2ccccc2-c2ccccc2N~1)C(F)(F)F.CC(C)c1cc(C(C)C)c(-c2ccccc2P(C2CCCCC2)C2CCCCC2)c(C(C)C)c1.CCN=P(N=P(N(C)C)(N(C)C)N(C)C)(N(C)C)N(C)C.c1ccc2nocc2c1. No catalyst specified. The product is Cc1ccc(Nc2ccccn2)cc1. The yield is 0.0797.